From a dataset of Full USPTO retrosynthesis dataset with 1.9M reactions from patents (1976-2016). Predict the reactants needed to synthesize the given product. (1) Given the product [Cl:14][C:10]1[C:11]2[C:3]([CH2:1][CH3:2])=[CH:4][S:5][C:6]=2[N:7]=[CH:8][N:9]=1, predict the reactants needed to synthesize it. The reactants are: [CH2:1]([C:3]1[C:11]2[C:10](=O)[NH:9][CH:8]=[N:7][C:6]=2[S:5][CH:4]=1)[CH3:2].P(Cl)(Cl)(Cl)(Cl)[Cl:14]. (2) Given the product [C:54]([OH:57])(=[O:56])[CH3:55].[CH:49]1([S:46]([C:42]2[CH:41]=[C:40]([CH2:39][CH2:38][CH2:37][CH2:36][O:35][CH2:34][CH2:33][CH2:32][CH2:31][CH2:30][CH2:29][NH:8][CH2:9][C@@H:10]([C:12]3[CH:13]=[CH:14][C:15]([OH:21])=[C:16]([NH:18][CH:19]=[O:20])[CH:17]=3)[OH:11])[CH:45]=[CH:44][CH:43]=2)(=[O:48])=[O:47])[CH2:53][CH2:52][CH2:51][CH2:50]1, predict the reactants needed to synthesize it. The reactants are: C([N:8]([CH2:29][CH2:30][CH2:31][CH2:32][CH2:33][CH2:34][O:35][CH2:36][CH2:37][CH2:38][CH2:39][C:40]1[CH:45]=[CH:44][CH:43]=[C:42]([S:46]([CH:49]2[CH2:53][CH2:52][CH2:51][CH2:50]2)(=[O:48])=[O:47])[CH:41]=1)[CH2:9][C@@H:10]([C:12]1[CH:13]=[CH:14][C:15]([O:21]CC2C=CC=CC=2)=[C:16]([NH:18][CH:19]=[O:20])[CH:17]=1)[OH:11])C1C=CC=CC=1.[C:54]([OH:57])(=[O:56])[CH3:55]. (3) Given the product [CH:1]1([C:4]2[N:8]([C:9]3[CH:14]=[C:13]([S:15]([Cl:26])(=[O:17])=[O:16])[CH:12]=[CH:11][C:10]=3[Cl:19])[N:7]=[CH:6][C:5]=2[C:20]([O:22][CH2:23][CH3:24])=[O:21])[CH2:3][CH2:2]1, predict the reactants needed to synthesize it. The reactants are: [CH:1]1([C:4]2[N:8]([C:9]3[CH:14]=[C:13]([S:15](O)(=[O:17])=[O:16])[CH:12]=[CH:11][C:10]=3[Cl:19])[N:7]=[CH:6][C:5]=2[C:20]([O:22][CH2:23][CH3:24])=[O:21])[CH2:3][CH2:2]1.P(Cl)(Cl)(Cl)(Cl)[Cl:26]. (4) The reactants are: [CH:1]([CH:4]1[CH2:9][NH:8][C:7]2[CH:10]=[CH:11][CH:12]=[C:13]([CH:14]([CH3:16])[CH3:15])[C:6]=2[O:5]1)([CH3:3])[CH3:2].C(N(CC)CC)C.Cl[C:25](=[O:30])[C:26]([O:28][CH3:29])=[O:27]. Given the product [CH3:29][O:28][C:26](=[O:27])[C:25]([N:8]1[C:7]2[CH:10]=[CH:11][CH:12]=[C:13]([CH:14]([CH3:16])[CH3:15])[C:6]=2[O:5][CH:4]([CH:1]([CH3:3])[CH3:2])[CH2:9]1)=[O:30], predict the reactants needed to synthesize it. (5) Given the product [O:21]=[C:15]1[CH:14]([N:7]2[C:6](=[O:22])[C:5]3[C:9](=[CH:10][CH:11]=[CH:12][C:4]=3[CH2:3][NH:2][C:52](=[O:53])[CH2:51][C:48]3[CH:49]=[CH:50][N:45]=[CH:46][CH:47]=3)[C:8]2=[O:13])[CH2:19][CH2:18][C:17](=[O:20])[NH:16]1, predict the reactants needed to synthesize it. The reactants are: Cl.[NH2:2][CH2:3][C:4]1[CH:12]=[CH:11][CH:10]=[C:9]2[C:5]=1[C:6](=[O:22])[N:7]([CH:14]1[CH2:19][CH2:18][C:17](=[O:20])[NH:16][C:15]1=[O:21])[C:8]2=[O:13].N12CCCN=C1CCCCC2.ON1C2C=CC=CC=2N=N1.Cl.[N:45]1[CH:50]=[CH:49][C:48]([CH2:51][C:52](O)=[O:53])=[CH:47][CH:46]=1.Cl.CN(C)CCCN=C=NCC.